Dataset: Forward reaction prediction with 1.9M reactions from USPTO patents (1976-2016). Task: Predict the product of the given reaction. (1) The product is: [Cl:1][C:2]1[CH:10]=[CH:9][C:8]([C:24]2[C:25]([C@@H:36]([NH:46][C:47](=[O:53])[O:48][C:49]([CH3:52])([CH3:51])[CH3:50])[CH2:37][C:38]3[CH:43]=[C:42]([F:44])[CH:41]=[C:40]([F:45])[CH:39]=3)=[N:26][C:27]([C:30]#[C:31][C:32]([OH:35])([CH3:33])[CH3:34])=[CH:28][CH:29]=2)=[C:7]2[C:3]=1[C:4]([NH:15][S:16]([C:19]([F:22])([F:21])[F:20])(=[O:18])=[O:17])=[N:5][N:6]2[CH3:14]. Given the reactants [Cl:1][C:2]1[CH:10]=[CH:9][C:8](B(O)O)=[C:7]2[C:3]=1[C:4]([NH:15][S:16]([C:19]([F:22])([F:21])[F:20])(=[O:18])=[O:17])=[N:5][N:6]2[CH3:14].Br[C:24]1[C:25]([C@@H:36]([NH:46][C:47](=[O:53])[O:48][C:49]([CH3:52])([CH3:51])[CH3:50])[CH2:37][C:38]2[CH:43]=[C:42]([F:44])[CH:41]=[C:40]([F:45])[CH:39]=2)=[N:26][C:27]([C:30]#[C:31][C:32]([OH:35])([CH3:34])[CH3:33])=[CH:28][CH:29]=1, predict the reaction product. (2) Given the reactants C(O[CH:9]([N+:11]([O-])=[O:12])[CH3:10])C1C=CC=CC=1.[C:14]([O:18][CH2:19][CH3:20])(=[O:17])[C:15]#[CH:16].[O:21]1[CH2:25][CH2:24][CH2:23][CH2:22]1.C(=O)(OC(C)(C)C)O[C:28](C)([CH3:30])[CH3:29], predict the reaction product. The product is: [CH2:25]([O:21][CH2:10][C:9]1[CH:16]=[C:15]([C:14]([O:18][CH2:19][CH3:20])=[O:17])[O:12][N:11]=1)[C:24]1[CH:30]=[CH:28][CH:29]=[CH:22][CH:23]=1. (3) Given the reactants [CH3:1][C:2]1[CH:7]=[CH:6][C:5]([S:8]([O:11][CH2:12][C:13]2([CH2:23][O:24][S:25]([C:28]3[CH:33]=[CH:32][C:31]([CH3:34])=[CH:30][CH:29]=3)(=[O:27])=[O:26])[CH2:18][CH2:17][C:16](OC)([O:19]C)[CH2:15][CH2:14]2)(=[O:10])=[O:9])=[CH:4][CH:3]=1.Cl, predict the reaction product. The product is: [CH3:1][C:2]1[CH:3]=[CH:4][C:5]([S:8]([O:11][CH2:12][C:13]2([CH2:23][O:24][S:25]([C:28]3[CH:29]=[CH:30][C:31]([CH3:34])=[CH:32][CH:33]=3)(=[O:27])=[O:26])[CH2:18][CH2:17][C:16](=[O:19])[CH2:15][CH2:14]2)(=[O:9])=[O:10])=[CH:6][CH:7]=1. (4) Given the reactants Cl[C:2]1[N:3]=[N:4][C:5]([CH3:8])=[CH:6][CH:7]=1.[F:9][C:10]([F:20])([F:19])[O:11][C:12]1[CH:17]=[CH:16][C:15]([OH:18])=[CH:14][CH:13]=1.C(=O)([O-])[O-].[K+].[K+].CN(C=O)C, predict the reaction product. The product is: [CH3:8][C:5]1[N:4]=[N:3][C:2]([O:18][C:15]2[CH:16]=[CH:17][C:12]([O:11][C:10]([F:9])([F:19])[F:20])=[CH:13][CH:14]=2)=[CH:7][CH:6]=1. (5) Given the reactants [CH3:1][C:2]1[NH:3][C:4]2[C:9]([CH:10]=1)=[C:8]([C:11]([F:14])([F:13])[F:12])[C:7]([C:15]#[N:16])=[CH:6][CH:5]=2.[F:17][C:18]([F:37])([F:36])[C:19]1[CH:20]=[C:21]([C:29]2[S:30][C:31]([CH2:34]Cl)=[CH:32][N:33]=2)[CH:22]=[C:23]([C:25]([F:28])([F:27])[F:26])[CH:24]=1, predict the reaction product. The product is: [F:37][C:18]([F:17])([F:36])[C:19]1[CH:20]=[C:21]([C:29]2[S:30][C:31]([CH2:34][N:3]3[C:4]4[C:9](=[C:8]([C:11]([F:12])([F:14])[F:13])[C:7]([C:15]#[N:16])=[CH:6][CH:5]=4)[CH:10]=[C:2]3[CH3:1])=[CH:32][N:33]=2)[CH:22]=[C:23]([C:25]([F:26])([F:27])[F:28])[CH:24]=1. (6) Given the reactants [CH:1]1[CH:6]=[N+:5]([C@@H:7]2[O:11][C@H:10]([CH2:12][O:13][P:14]([O:17][P:18]([O:21][CH2:22][C@H:23]3[O:27][C@@H:26]([N:28]4[C:32]5[N:33]=[CH:34][N:35]=[C:36]([NH2:37])[C:31]=5[N:30]=[CH:29]4)[C@H:25]([OH:38])[C@@H:24]3[OH:39])([OH:20])=[O:19])([OH:16])=[O:15])[C@@H:9]([OH:40])[C@H:8]2[OH:41])[CH:4]=[C:3]([C:42]([NH2:44])=[O:43])[CH:2]=1.[OH:45][CH2:46][C@@H:47]([C@H:49]([C@@H:51]([C@@H:53]([CH2:55][OH:56])[OH:54])[OH:52])[OH:50])[OH:48], predict the reaction product. The product is: [OH:45][CH2:46][C:47]([C@H:49]([C@@H:51]([C@@H:53]([CH2:55][OH:56])[OH:54])[OH:52])[OH:50])=[O:48].[CH:34]1[N:35]=[C:36]([NH2:37])[C:31]2[N:30]=[CH:29][N:28]([C@@H:26]3[O:27][C@H:23]([CH2:22][O:21][P:18]([O:17][P:14]([O:13][CH2:12][C@H:10]4[O:11][C@@H:7]([N:5]5[CH:4]=[C:3]([C:42]([NH2:44])=[O:43])[CH2:2][CH:1]=[CH:6]5)[C@H:8]([OH:41])[C@@H:9]4[OH:40])([OH:16])=[O:15])([OH:20])=[O:19])[C@@H:24]([OH:39])[C@H:25]3[OH:38])[C:32]=2[N:33]=1.